This data is from Full USPTO retrosynthesis dataset with 1.9M reactions from patents (1976-2016). The task is: Predict the reactants needed to synthesize the given product. (1) Given the product [CH3:16][C:12]1([CH2:11][O:10][C:5]2[CH:4]=[CH:3][C:2]([B:17]3[O:21][C:20]([CH3:23])([CH3:22])[C:19]([CH3:25])([CH3:24])[O:18]3)=[CH:9][C:6]=2[C:7]#[N:8])[CH2:15][O:14][CH2:13]1, predict the reactants needed to synthesize it. The reactants are: Br[C:2]1[CH:3]=[CH:4][C:5]([O:10][CH2:11][C:12]2([CH3:16])[CH2:15][O:14][CH2:13]2)=[C:6]([CH:9]=1)[C:7]#[N:8].[B:17]1([B:17]2[O:21][C:20]([CH3:23])([CH3:22])[C:19]([CH3:25])([CH3:24])[O:18]2)[O:21][C:20]([CH3:23])([CH3:22])[C:19]([CH3:25])([CH3:24])[O:18]1.C([O-])(=O)C.[K+].ClCCl. (2) Given the product [CH3:1][C@@:2]12[C@H:11]([CH:12]=[O:13])[C:10]([CH:14]=[O:15])=[CH:9][CH2:8][C@H:7]1[C:6]([CH3:17])([CH3:16])[CH2:5][CH2:4][CH2:3]2, predict the reactants needed to synthesize it. The reactants are: [CH3:1][C@@:2]12[C@@H:11]([CH:12]=[O:13])[C:10]([CH:14]=[O:15])=[CH:9][CH2:8][C@H:7]1[C:6]([CH3:17])([CH3:16])[CH2:5][CH2:4][CH2:3]2.C(=O)([O-])[O-].[K+].[K+]. (3) Given the product [CH3:38][C:39]1([CH3:46])[O:43][CH:42]([CH2:44][O:13][C:11]2[CH:10]=[C:9]([C:14]3[N:15]=[C:16]4[C:22]([C:23](=[O:28])[C:24]([CH3:25])([CH3:26])[CH3:27])=[CH:21][N:20]([CH2:29][O:30][CH2:31][CH2:32][Si:33]([CH3:36])([CH3:35])[CH3:34])[C:17]4=[N:18][CH:19]=3)[CH:8]=[C:7]([N:4]3[CH2:5][CH2:6][C:2]([CH3:37])([CH3:1])[CH2:3]3)[CH:12]=2)[CH2:41][O:40]1, predict the reactants needed to synthesize it. The reactants are: [CH3:1][C:2]1([CH3:37])[CH2:6][CH2:5][N:4]([C:7]2[CH:8]=[C:9]([C:14]3[N:15]=[C:16]4[C:22]([C:23](=[O:28])[C:24]([CH3:27])([CH3:26])[CH3:25])=[CH:21][N:20]([CH2:29][O:30][CH2:31][CH2:32][Si:33]([CH3:36])([CH3:35])[CH3:34])[C:17]4=[N:18][CH:19]=3)[CH:10]=[C:11]([OH:13])[CH:12]=2)[CH2:3]1.[CH3:38][C:39]1([CH3:46])[O:43][CH:42]([CH2:44]O)[CH2:41][O:40]1.CSCCO. (4) The reactants are: Cl[C:2]1[C:7]([C:8]([OH:10])=[O:9])=[CH:6][N:5]=[C:4]([Cl:11])[C:3]=1[Cl:12].[F:13][C:14]1[CH:15]=[C:16]([CH:18]=[CH:19][C:20]=1[O:21][CH3:22])[NH2:17]. Given the product [Cl:12][C:3]1[C:4]([Cl:11])=[N:5][CH:6]=[C:7]([C:2]=1[NH:17][C:16]1[CH:18]=[CH:19][C:20]([O:21][CH3:22])=[C:14]([F:13])[CH:15]=1)[C:8]([OH:10])=[O:9], predict the reactants needed to synthesize it.